From a dataset of Catalyst prediction with 721,799 reactions and 888 catalyst types from USPTO. Predict which catalyst facilitates the given reaction. (1) Reactant: CN1CCOCC1.[C:8]([O:12][C:13]([NH:15][C@@H:16]([CH2:21][CH:22]=[CH2:23])[CH2:17][C:18](O)=[O:19])=[O:14])([CH3:11])([CH3:10])[CH3:9].ClC(OCC)=O. Product: [OH:19][CH2:18][CH2:17][C@@H:16]([NH:15][C:13](=[O:14])[O:12][C:8]([CH3:11])([CH3:10])[CH3:9])[CH2:21][CH:22]=[CH2:23]. The catalyst class is: 1. (2) Reactant: S(Cl)([Cl:3])=O.[CH3:5][O:6][C:7]1[CH:8]=[C:9]2[C:14](=[CH:15][C:16]=1[O:17][CH3:18])[N:13]=[CH:12][NH:11][C:10]2=O. Product: [Cl:3][C:10]1[C:9]2[C:14](=[CH:15][C:16]([O:17][CH3:18])=[C:7]([O:6][CH3:5])[CH:8]=2)[N:13]=[CH:12][N:11]=1. The catalyst class is: 9. (3) Reactant: [CH3:1][C@@H:2]1[NH:7][CH2:6][CH2:5][N:4]([S:8]([C:11]2[CH:16]=[CH:15][C:14]([C:17]([F:20])([F:19])[F:18])=[CH:13][CH:12]=2)(=[O:10])=[O:9])[CH2:3]1.C1C=CC2N(O)N=NC=2C=1.O.CN(C(ON1N=NC2C=CC=CC1=2)=[N+](C)C)C.F[P-](F)(F)(F)(F)F.[C:56]([C:58]1[N:63]=[CH:62][C:61]([C:64](O)=[O:65])=[CH:60][CH:59]=1)#[N:57].CCN(C(C)C)C(C)C. Product: [CH3:1][C@H:2]1[CH2:3][N:4]([S:8]([C:11]2[CH:12]=[CH:13][C:14]([C:17]([F:20])([F:18])[F:19])=[CH:15][CH:16]=2)(=[O:9])=[O:10])[CH2:5][CH2:6][N:7]1[C:64]([C:61]1[CH:60]=[CH:59][C:58]([C:56]#[N:57])=[N:63][CH:62]=1)=[O:65]. The catalyst class is: 85. (4) The catalyst class is: 6. Product: [CH3:12][C:13]1[CH:14]=[C:15]([S:20]([CH3:25])(=[O:22])=[O:21])[CH:16]=[C:17]([CH3:19])[CH:18]=1. Reactant: [O-]S([O-])=O.[Na+].[Na+].C([O-])(O)=O.[Na+].[CH3:12][C:13]1[CH:14]=[C:15]([S:20](Cl)(=[O:22])=[O:21])[CH:16]=[C:17]([CH3:19])[CH:18]=1.Cl[CH2:25]C(O)=O.[OH-].[Na+].Cl. (5) Reactant: [Li]CCCC.C(NC(C)C)(C)C.[Cl:13][C:14]1[CH:19]=[CH:18][C:17]([CH2:20][CH2:21][C:22]([O:24][CH3:25])=[O:23])=[CH:16][CH:15]=1.Br[CH2:27][C:28]([O:30][C:31]([CH3:34])([CH3:33])[CH3:32])=[O:29]. Product: [Cl:13][C:14]1[CH:15]=[CH:16][C:17]([CH2:20][CH:21]([CH2:27][C:28]([O:30][C:31]([CH3:34])([CH3:33])[CH3:32])=[O:29])[C:22]([O:24][CH3:25])=[O:23])=[CH:18][CH:19]=1. The catalyst class is: 1.